Dataset: Peptide-MHC class II binding affinity with 134,281 pairs from IEDB. Task: Regression. Given a peptide amino acid sequence and an MHC pseudo amino acid sequence, predict their binding affinity value. This is MHC class II binding data. The peptide sequence is FGMVQFQKFFNPVTP. The MHC is HLA-DQA10102-DQB10602 with pseudo-sequence HLA-DQA10102-DQB10602. The binding affinity (normalized) is 0.0684.